This data is from HIV replication inhibition screening data with 41,000+ compounds from the AIDS Antiviral Screen. The task is: Binary Classification. Given a drug SMILES string, predict its activity (active/inactive) in a high-throughput screening assay against a specified biological target. (1) The drug is CCCCC(C=CCOC1CCCCO1)=CC(=O)OCC. The result is 0 (inactive). (2) The compound is O=C(O)c1ccc(CS(=O)(=O)c2ccc(Cl)cc2)cc1. The result is 0 (inactive). (3) The drug is COc1cc(C2C3=C(COC3=O)OC(C)(C)Oc3cc4c(cc32)OCO4)cc(OC)c1OC. The result is 0 (inactive). (4) The compound is CC(=O)OC1CCC2(C)C(=CC(c3ccc(O)cc3)C3C2CCC2(C)C(OC(C)=O)CCC32)C1. The result is 0 (inactive).